From a dataset of Forward reaction prediction with 1.9M reactions from USPTO patents (1976-2016). Predict the product of the given reaction. (1) Given the reactants [N:1]1([C:6]2[CH:11]=[C:10]([C:12]3[N:16]4[CH:17]=[C:18]([O:21][C@H:22]5[C:31]6[C:26](=[CH:27][CH:28]=[CH:29][CH:30]=6)[C@@H:25]([NH2:32])[CH2:24][CH2:23]5)[CH:19]=[CH:20][C:15]4=[N:14][N:13]=3)[CH:9]=[CH:8][N:7]=2)[CH2:5][CH2:4][CH2:3][CH2:2]1.ClC(Cl)(Cl)C[O:36][C:37](=[O:55])[NH:38][C:39]1[N:40]([C:48]2[CH:53]=[CH:52][C:51]([CH3:54])=[CH:50][CH:49]=2)[N:41]=[C:42]([C:44]([CH3:47])([CH3:46])[CH3:45])[CH:43]=1.CCN(C(C)C)C(C)C.C(O)=O, predict the reaction product. The product is: [CH:37]([OH:55])=[O:36].[C:44]([C:42]1[CH:43]=[C:39]([NH:38][C:37]([NH:32][C@@H:25]2[C:26]3[C:31](=[CH:30][CH:29]=[CH:28][CH:27]=3)[C@H:22]([O:21][C:18]3[CH:19]=[CH:20][C:15]4[N:16]([C:12]([C:10]5[CH:9]=[CH:8][N:7]=[C:6]([N:1]6[CH2:5][CH2:4][CH2:3][CH2:2]6)[CH:11]=5)=[N:13][N:14]=4)[CH:17]=3)[CH2:23][CH2:24]2)=[O:36])[N:40]([C:48]2[CH:53]=[CH:52][C:51]([CH3:54])=[CH:50][CH:49]=2)[N:41]=1)([CH3:47])([CH3:45])[CH3:46]. (2) The product is: [C:15]([C:1]1([S:4]([NH2:7])(=[O:6])=[O:5])[CH2:3][CH2:2]1)([O:17][C:18]([CH3:21])([CH3:20])[CH3:19])=[O:16]. Given the reactants [CH:1]1([S:4]([NH2:7])(=[O:6])=[O:5])[CH2:3][CH2:2]1.C(N(CC)CC)C.[C:15](O[C:15]([O:17][C:18]([CH3:21])([CH3:20])[CH3:19])=[O:16])([O:17][C:18]([CH3:21])([CH3:20])[CH3:19])=[O:16], predict the reaction product. (3) Given the reactants [CH2:1]([C:4]1[C:13]([OH:14])=[C:12]([O:15][CH3:16])[CH:11]=[C:10]2[C:5]=1[C:6]([NH:17][C:18]1[CH:23]=[CH:22][C:21]([F:24])=[C:20]([Cl:25])[CH:19]=1)=[N:7][CH:8]=[N:9]2)[CH:2]=[CH2:3].[C:26]([O-])([O-])=O.[K+].[K+].CI, predict the reaction product. The product is: [CH2:1]([C:4]1[C:13]([O:14][CH3:26])=[C:12]([O:15][CH3:16])[CH:11]=[C:10]2[C:5]=1[C:6]([NH:17][C:18]1[CH:23]=[CH:22][C:21]([F:24])=[C:20]([Cl:25])[CH:19]=1)=[N:7][CH:8]=[N:9]2)[CH:2]=[CH2:3]. (4) The product is: [CH2:5]([O:4][C:2](=[O:3])[NH:16][CH2:15][CH:14]([O:17][CH3:18])[O:13][CH3:12])[C:6]1[CH:11]=[CH:10][CH:9]=[CH:8][CH:7]=1. Given the reactants Cl[C:2]([O:4][CH2:5][C:6]1[CH:11]=[CH:10][CH:9]=[CH:8][CH:7]=1)=[O:3].[CH3:12][O:13][CH:14]([O:17][CH3:18])[CH2:15][NH2:16].[OH-].[Na+], predict the reaction product. (5) Given the reactants [C:1]([C:3]1[C:4]2[C@H:16]3[CH2:17][C@H:15]3[C:14]([F:19])([F:18])[C:5]=2[N:6]([CH2:8][C:9]([O:11]CC)=[O:10])[N:7]=1)#[N:2].CO.O.[OH-].[Li+], predict the reaction product. The product is: [C:1]([C:3]1[C:4]2[C@H:16]3[CH2:17][C@H:15]3[C:14]([F:18])([F:19])[C:5]=2[N:6]([CH2:8][C:9]([OH:11])=[O:10])[N:7]=1)#[N:2].